Dataset: Full USPTO retrosynthesis dataset with 1.9M reactions from patents (1976-2016). Task: Predict the reactants needed to synthesize the given product. Given the product [CH3:12][O:13][C:5]1[CH:6]=[CH:7][C:2]([NH2:1])=[N:3][CH:4]=1, predict the reactants needed to synthesize it. The reactants are: [NH2:1][C:2]1[CH:7]=[C:6](Br)[CH:5]=[CH:4][N:3]=1.C[O-].[Na+].[CH:12](OC)=[O:13].CNC.